From a dataset of Catalyst prediction with 721,799 reactions and 888 catalyst types from USPTO. Predict which catalyst facilitates the given reaction. (1) Reactant: Cl.[NH2:2][C@H:3]1[CH:12]2[CH:7]3[CH:8]4[CH:9]5[CH:11]2[CH:10]5[CH:5]([CH:6]34)[C@H:4]1[C:13]([O:15][CH3:16])=[O:14].C([O-])(=O)C.[Na+].[F:22][C:23]1[CH:30]=[CH:29][C:26]([CH:27]=O)=[CH:25][CH:24]=1.C([BH3-])#N.[Na+].C(=O)(O)[O-].[Na+]. Product: [F:22][C:23]1[CH:30]=[CH:29][C:26]([CH2:27][NH:2][C@H:3]2[CH:12]3[CH:7]4[CH:8]5[CH:9]6[CH:11]3[CH:10]6[CH:5]([CH:6]45)[C@H:4]2[C:13]([O:15][CH3:16])=[O:14])=[CH:25][CH:24]=1. The catalyst class is: 5. (2) Reactant: [Cl:1][C:2]1[CH:3]=[C:4]([C:9]2([C:24]([F:27])([F:26])[F:25])[O:13][N:12]=[C:11]([C:14]3[CH:22]=[CH:21][C:17]([CH:18]=NO)=[C:16]([CH3:23])[CH:15]=3)[CH2:10]2)[CH:5]=[C:6]([Cl:8])[CH:7]=1.C([SiH](CC)CC)C.C(=O)([O-])[O-:36].[Na+].[Na+]. Product: [Cl:1][C:2]1[CH:3]=[C:4]([C:9]2([C:24]([F:27])([F:26])[F:25])[O:13][N:12]=[C:11]([C:14]3[CH:22]=[CH:21][C:17]([CH:18]=[O:36])=[C:16]([CH3:23])[CH:15]=3)[CH2:10]2)[CH:5]=[C:6]([Cl:8])[CH:7]=1. The catalyst class is: 3. (3) Product: [CH3:1][N:2]1[N:8]=[C:7]([OH:9])[C:5](=[O:6])[N:4]=[C:3]1[S:10][CH2:11][C:12]1[CH2:33][S:32][C@@H:15]2[C@H:16]([NH:19][C:20](/[C:22](/[C:26]3[N:30]=[C:29]([NH2:31])[S:28][CH:27]=3)=[N:23]\[O:24][CH3:25])=[O:21])[C:17](=[O:18])[N:14]2[C:13]=1[C:34]([O-:36])=[O:35].[Na+:48]. The catalyst class is: 21. Reactant: [CH3:1][N:2]1[N:8]=[C:7]([OH:9])[C:5](=[O:6])[N:4]=[C:3]1[S:10][CH2:11][C:12]1[CH2:33][S:32][C@@H:15]2[C@H:16]([NH:19][C:20](/[C:22](/[C:26]3[N:30]=[C:29]([NH2:31])[S:28][CH:27]=3)=[N:23]\[O:24][CH3:25])=[O:21])[C:17](=[O:18])[N:14]2[C:13]=1[C:34]([OH:36])=[O:35].C(N(CC)CC)C.C([O-])(=O)C.[Na+:48]. (4) Reactant: C(=O)([O-])[O-].[K+].[K+].Br[CH2:8][CH2:9][CH3:10].[Cl:11][C:12]1[CH:17]=[CH:16][C:15]([F:18])=[CH:14][C:13]=1[C:19]1[O:20][C:21]2[N:22]=[C:23]([CH3:29])[NH:24][C:25](=[O:28])[C:26]=2[N:27]=1.O. Product: [Cl:11][C:12]1[CH:17]=[CH:16][C:15]([F:18])=[CH:14][C:13]=1[C:19]1[O:20][C:21]2[N:22]=[C:23]([CH3:29])[N:24]([CH2:8][CH2:9][CH3:10])[C:25](=[O:28])[C:26]=2[N:27]=1.[Cl:11][C:12]1[CH:17]=[CH:16][C:15]([F:18])=[CH:14][C:13]=1[C:19]1[O:20][C:21]2[N:22]=[C:23]([CH3:29])[N:24]=[C:25]([O:28][CH2:8][CH2:9][CH3:10])[C:26]=2[N:27]=1. The catalyst class is: 9. (5) Reactant: N[C:2]1[C:11]([O:12][CH3:13])=[CH:10][C:9]([Br:14])=[CH:8][C:3]=1[C:4]([O:6][CH3:7])=[O:5].[ClH:15].N([O-])=O.[Na+]. Product: [Br:14][C:9]1[CH:10]=[C:11]([O:12][CH3:13])[C:2]([Cl:15])=[C:3]([CH:8]=1)[C:4]([O:6][CH3:7])=[O:5]. The catalyst class is: 6. (6) Reactant: [CH:1]1([O:6][C:7]2[CH:8]=[C:9]([CH:15]3[CH2:19][N:18]([C:20]4[CH:21]=[C:22]([CH:25]=[CH:26][CH:27]=4)[C:23]#[N:24])[C:17](=[O:28])[CH2:16]3)[CH:10]=[CH:11][C:12]=2[O:13][CH3:14])[CH2:5][CH2:4][CH2:3][CH2:2]1.[OH-].[Na+].OO.[OH:33]S(O)(=O)=O. Product: [CH:1]1([O:6][C:7]2[CH:8]=[C:9]([CH:15]3[CH2:19][N:18]([C:20]4[CH:21]=[C:22]([CH:25]=[CH:26][CH:27]=4)[C:23]([NH2:24])=[O:33])[C:17](=[O:28])[CH2:16]3)[CH:10]=[CH:11][C:12]=2[O:13][CH3:14])[CH2:2][CH2:3][CH2:4][CH2:5]1. The catalyst class is: 8. (7) Product: [CH:1]([N:4]1[C:10](=[O:11])[CH2:9][C@@H:8]([C:13]2[CH:18]=[CH:17][CH:16]=[CH:15][CH:14]=2)[NH:7][C:5]1=[O:6])([CH3:3])[CH3:2]. Reactant: [CH:1]([NH:4][C:5]([NH:7][C@H:8]([C:13]1[CH:18]=[CH:17][CH:16]=[CH:15][CH:14]=1)[CH2:9][C:10](O)=[O:11])=[O:6])([CH3:3])[CH3:2].S(Cl)(Cl)=O. The catalyst class is: 93. (8) Reactant: C([O:3][C:4](=[O:43])[C:5]([O:8][C:9]1[CH:42]=[CH:41][C:12]2[O:13][CH2:14][C:15]3[N:40]=[CH:39][CH:38]=[CH:37][C:16]=3[C:17](=[CH:18][CH2:19][CH2:20][N:21]3[CH2:26][CH2:25][C:24]([C:28]4[CH:33]=[CH:32][C:31]([Cl:34])=[CH:30][CH:29]=4)([OH:27])[C:23]([CH3:36])([CH3:35])[CH2:22]3)[C:11]=2[CH:10]=1)([CH3:7])[CH3:6])C.[OH-].[Na+]. Product: [Cl:34][C:31]1[CH:32]=[CH:33][C:28]([C:24]2([OH:27])[CH2:25][CH2:26][N:21]([CH2:20][CH2:19][CH:18]=[C:17]3[C:16]4[CH:37]=[CH:38][CH:39]=[N:40][C:15]=4[CH2:14][O:13][C:12]4[CH:41]=[CH:42][C:9]([O:8][C:5]([CH3:6])([CH3:7])[C:4]([OH:43])=[O:3])=[CH:10][C:11]3=4)[CH2:22][C:23]2([CH3:36])[CH3:35])=[CH:29][CH:30]=1. The catalyst class is: 5. (9) Reactant: [OH:1][C:2]1[CH:3]=[C:4]([C:8]2[N:17]=[C:16]([NH:18][C:19]3[CH:20]=[C:21]4[C:25](=[CH:26][CH:27]=3)[N:24]([C:28]([O:30][C:31]([CH3:34])([CH3:33])[CH3:32])=[O:29])[N:23]=[CH:22]4)[C:15]3[C:10](=[CH:11][CH:12]=[CH:13][CH:14]=3)[N:9]=2)[CH:5]=[CH:6][CH:7]=1.Cl[CH2:36][C:37]1[O:38][CH:39]=[CH:40][N:41]=1.C([O-])([O-])=O.[K+].[K+].O. Product: [O:38]1[CH:39]=[CH:40][N:41]=[C:37]1[CH2:36][O:1][C:2]1[CH:3]=[C:4]([C:8]2[N:17]=[C:16]([NH:18][C:19]3[CH:20]=[C:21]4[C:25](=[CH:26][CH:27]=3)[N:24]([C:28]([O:30][C:31]([CH3:34])([CH3:33])[CH3:32])=[O:29])[N:23]=[CH:22]4)[C:15]3[C:10](=[CH:11][CH:12]=[CH:13][CH:14]=3)[N:9]=2)[CH:5]=[CH:6][CH:7]=1. The catalyst class is: 3. (10) Reactant: C(=O)([O-])[O-].[Ca+2].[N+](C1C=C([N+]([O-])=O)C=CC=1[O-])([O-])=O.[NH2:19][N+:20]1[CH:25]=[CH:24][C:23]([CH2:26][OH:27])=[CH:22][CH:21]=1.[CH3:28][O:29][C:30](=[O:33])[C:31]#[CH:32]. Product: [CH3:28][O:29][C:30]([C:31]1[CH:32]=[N:19][N:20]2[CH:25]=[CH:24][C:23]([CH2:26][OH:27])=[CH:22][C:21]=12)=[O:33]. The catalyst class is: 3.